Predict the reactants needed to synthesize the given product. From a dataset of Full USPTO retrosynthesis dataset with 1.9M reactions from patents (1976-2016). (1) Given the product [CH3:17][C:15]1[S:14][C:5]2[NH:6][C:7]3[CH:13]=[CH:12][CH:11]=[CH:10][C:8]=3[N:9]=[C:3]([N:2]3[CH2:31][CH2:32][N:27]([CH3:26])[CH2:28][CH2:29]3)[C:4]=2[CH:16]=1, predict the reactants needed to synthesize it. The reactants are: Cl.[NH2:2][C:3]1[C:4]2[CH:16]=[C:15]([CH3:17])[S:14][C:5]=2[NH:6][C:7]2[CH:13]=[CH:12][CH:11]=[CH:10][C:8]=2[N:9]=1.CN1CCN(C)C1=O.[CH3:26][N:27]1[CH2:32][CH2:31]N[CH2:29][CH2:28]1. (2) Given the product [Cl:21][C:18]1[CH:19]=[CH:20][C:15]([C:12]2[N:11]([C:22]3[CH:27]=[CH:26][CH:25]=[CH:24][C:23]=3[Cl:28])[N:10]=[C:9]([C:7](=[O:8])[CH3:1])[C:13]=2[CH3:14])=[CH:16][CH:17]=1, predict the reactants needed to synthesize it. The reactants are: [CH3:1][Mg]Br.CON(C)[C:7]([C:9]1[C:13]([CH3:14])=[C:12]([C:15]2[CH:20]=[CH:19][C:18]([Cl:21])=[CH:17][CH:16]=2)[N:11]([C:22]2[CH:27]=[CH:26][CH:25]=[CH:24][C:23]=2[Cl:28])[N:10]=1)=[O:8]. (3) Given the product [CH3:28][C@H:9]([NH:8][C:6](=[O:7])[O:5][C:1]([CH3:4])([CH3:3])[CH3:2])[CH2:10][CH2:11][N:12]1[CH2:17][CH2:16][NH:15][CH2:14][CH2:13]1, predict the reactants needed to synthesize it. The reactants are: [C:1]([O:5][C:6]([NH:8][C@@H:9]([CH3:28])[CH2:10][CH2:11][N:12]1[CH2:17][CH2:16][N:15](C(OCC2C=CC=CC=2)=O)[CH2:14][CH2:13]1)=[O:7])([CH3:4])([CH3:3])[CH3:2]. (4) Given the product [C:26]1(=[O:35])[C:27]2[C:32](=[CH:31][CH:30]=[CH:29][CH:28]=2)[C:33](=[O:34])[NH:25]1, predict the reactants needed to synthesize it. The reactants are: C(OC(N1CCC[C@H](OC2C=C3C(=CC=2)C([N:25]2[C:33](=[O:34])[C:32]4[C:27](=[CH:28][CH:29]=[CH:30][CH:31]=4)[C:26]2=[O:35])=NC=C3)C1)=O)(C)(C)C. (5) Given the product [Br:1][C:2]1[C:10]([C:11]#[N:12])=[CH:9][CH:8]=[C:7]2[C:3]=1[CH2:4][CH2:5][C@@H:6]2[O:13][Si:23]([C:19]([CH3:22])([CH3:21])[CH3:20])([CH3:26])[CH3:25], predict the reactants needed to synthesize it. The reactants are: [Br:1][C:2]1[C:10]([C:11]#[N:12])=[CH:9][CH:8]=[C:7]2[C:3]=1[CH2:4][CH2:5][C@@H:6]2[OH:13].N1C=CN=C1.[C:19]([Si:23]([CH3:26])([CH3:25])Cl)([CH3:22])([CH3:21])[CH3:20]. (6) Given the product [C:1]([N:4]1[C:13]2[C:8](=[CH:9][C:10]([C:14]3[O:15][C:16]([CH2:19][N:33]4[CH2:38][CH2:37][CH2:36][CH2:35][CH2:34]4)=[CH:17][CH:18]=3)=[CH:11][CH:12]=2)[C@H:7]([NH:21][C:22](=[O:27])[O:23][CH:24]([CH3:25])[CH3:26])[CH2:6][C@@H:5]1[CH3:28])(=[O:3])[CH3:2], predict the reactants needed to synthesize it. The reactants are: [C:1]([N:4]1[C:13]2[C:8](=[CH:9][C:10]([C:14]3[O:15][C:16]([CH:19]=O)=[CH:17][CH:18]=3)=[CH:11][CH:12]=2)[C@H:7]([NH:21][C:22](=[O:27])[O:23][CH:24]([CH3:26])[CH3:25])[CH2:6][C@@H:5]1[CH3:28])(=[O:3])[CH3:2].C(O)(=O)C.[NH:33]1[CH2:38][CH2:37][CH2:36][CH2:35][CH2:34]1.C(O[BH-](OC(=O)C)OC(=O)C)(=O)C.[Na+]. (7) Given the product [Cl:21][C:22]1[CH:27]=[CH:26][N:25]=[C:24]([NH:28][C:29](=[O:34])[C:30]([CH3:33])([CH3:31])[CH3:32])[C:23]=1[CH:35]([OH:36])[CH2:14][C:13]([O:16][C:17]([CH3:20])([CH3:19])[CH3:18])=[O:15], predict the reactants needed to synthesize it. The reactants are: C(NC(C)C)(C)C.C([Li])CCC.[C:13]([O:16][C:17]([CH3:20])([CH3:19])[CH3:18])(=[O:15])[CH3:14].[Cl:21][C:22]1[CH:27]=[CH:26][N:25]=[C:24]([NH:28][C:29](=[O:34])[C:30]([CH3:33])([CH3:32])[CH3:31])[C:23]=1[CH:35]=[O:36]. (8) Given the product [F:1][C:2]1[CH:10]=[C:9]2[C:5]([C:6]([C:18]3[CH:19]=[CH:20][C:21]4[S:25](=[O:26])(=[O:27])[N:24]([CH2:36][C:37]5[N:41]=[CH:40][N:39]([CH3:42])[N:38]=5)[CH:23]([CH2:28][OH:29])[C:22]=4[CH:30]=3)=[CH:7][N:8]2[C:11]([O:13][C:14]([CH3:17])([CH3:16])[CH3:15])=[O:12])=[CH:4][CH:3]=1, predict the reactants needed to synthesize it. The reactants are: [F:1][C:2]1[CH:10]=[C:9]2[C:5]([C:6]([C:18]3[CH:19]=[CH:20][C:21]4[S:25](=[O:27])(=[O:26])[NH:24][CH:23]([CH2:28][OH:29])[C:22]=4[CH:30]=3)=[CH:7][N:8]2[C:11]([O:13][C:14]([CH3:17])([CH3:16])[CH3:15])=[O:12])=[CH:4][CH:3]=1.CS(O[CH2:36][C:37]1[N:41]=[CH:40][N:39]([CH3:42])[N:38]=1)(=O)=O.C([O-])([O-])=O.[K+].[K+].